Task: Predict the reactants needed to synthesize the given product.. Dataset: Full USPTO retrosynthesis dataset with 1.9M reactions from patents (1976-2016) (1) Given the product [NH:48]1[CH:49]=[CH:50][N:51]=[C:47]1[C:44]1[CH:45]=[CH:46][C:41]([C:2]2[C:10]3[C:5](=[N:6][CH:7]=[C:8]([C:11]4[CH:16]=[C:15]([O:17][CH3:18])[C:14]([O:19][CH3:20])=[C:13]([O:21][CH3:22])[CH:12]=4)[CH:9]=3)[NH:4][CH:3]=2)=[CH:42][CH:43]=1, predict the reactants needed to synthesize it. The reactants are: I[C:2]1[C:10]2[C:5](=[N:6][CH:7]=[C:8]([C:11]3[CH:16]=[C:15]([O:17][CH3:18])[C:14]([O:19][CH3:20])=[C:13]([O:21][CH3:22])[CH:12]=3)[CH:9]=2)[N:4](S(C2C=CC(C)=CC=2)(=O)=O)[CH:3]=1.CC1(C)C(C)(C)OB([C:41]2[CH:46]=[CH:45][C:44]([C:47]3[NH:48][CH:49]=[CH:50][N:51]=3)=[CH:43][CH:42]=2)O1.C([O-])([O-])=O.[Na+].[Na+].CCOC(C)=O. (2) The reactants are: [CH:1]1([C@H:6]([NH:11][C:12]([C:14]2[CH:19]=[CH:18][C:17]([F:20])=[CH:16][C:15]=2[N+:21]([O-])=O)=[O:13])[C:7]([O:9][CH3:10])=[O:8])[CH2:5][CH2:4][CH2:3][CH2:2]1. Given the product [NH2:21][C:15]1[CH:16]=[C:17]([F:20])[CH:18]=[CH:19][C:14]=1[C:12]([NH:11][C@@H:6]([CH:1]1[CH2:2][CH2:3][CH2:4][CH2:5]1)[C:7]([O:9][CH3:10])=[O:8])=[O:13], predict the reactants needed to synthesize it. (3) Given the product [O:34]1[CH2:38][CH2:37][CH2:36][CH:35]1[CH2:39][NH:40][C:27](=[O:28])[C:26]1[CH:30]=[CH:31][C:23]([C:21]2[CH:20]=[CH:19][C:18]3[N:14]([C:10]4[CH:11]=[CH:12][CH:13]=[C:8]([NH:7][C:5]([NH:4][CH2:3][C:2]([F:33])([F:1])[F:32])=[O:6])[CH:9]=4)[CH:15]=[N:16][C:17]=3[CH:22]=2)=[CH:24][CH:25]=1, predict the reactants needed to synthesize it. The reactants are: [F:1][C:2]([F:33])([F:32])[CH2:3][NH:4][C:5]([NH:7][C:8]1[CH:9]=[C:10]([N:14]2[C:18]3[CH:19]=[CH:20][C:21]([C:23]4[CH:31]=[CH:30][C:26]([C:27](O)=[O:28])=[CH:25][CH:24]=4)=[CH:22][C:17]=3[N:16]=[CH:15]2)[CH:11]=[CH:12][CH:13]=1)=[O:6].[O:34]1[CH:38]=[CH:37][CH:36]=[C:35]1[CH2:39][NH2:40]. (4) Given the product [NH2:12][C:9]1[CH:8]=[CH:7][C:6]([S:3]([N:2]([CH3:1])[C@H:16]2[CH2:17][CH2:18][C@H:19]([C:22]#[C:23][CH2:24][N:25]([CH3:29])[CH2:26][CH2:27][CH3:28])[CH2:20][CH2:21]2)(=[O:5])=[O:4])=[CH:11][CH:10]=1, predict the reactants needed to synthesize it. The reactants are: [CH3:1][N:2]([C@H:16]1[CH2:21][CH2:20][C@H:19]([C:22]#[C:23][CH2:24][N:25]([CH3:29])[CH2:26][CH2:27][CH3:28])[CH2:18][CH2:17]1)[S:3]([C:6]1[CH:11]=[CH:10][C:9]([NH:12]C(=O)C)=[CH:8][CH:7]=1)(=[O:5])=[O:4].C[O-].[Na+]. (5) Given the product [C:19]([N:8]1[C:7](=[O:23])[C:6]([NH:5][CH2:4][CH2:3][CH2:2][O:24][C:25]2[CH:26]=[N:27][CH:28]=[CH:29][CH:30]=2)=[C:10]([C:11]2[CH:16]=[CH:15][CH:14]=[CH:13][CH:12]=2)[S:9]1(=[O:18])=[O:17])([CH3:22])([CH3:21])[CH3:20], predict the reactants needed to synthesize it. The reactants are: Br[CH2:2][CH2:3][CH2:4][NH:5][C:6]1[C:7](=[O:23])[N:8]([C:19]([CH3:22])([CH3:21])[CH3:20])[S:9](=[O:18])(=[O:17])[C:10]=1[C:11]1[CH:16]=[CH:15][CH:14]=[CH:13][CH:12]=1.[OH:24][C:25]1[CH:26]=[N:27][CH:28]=[CH:29][CH:30]=1.C([O-])([O-])=O.[K+].[K+]. (6) Given the product [CH2:37]([O:36][C:34](=[O:35])[O:23][C:5]1[N:6]([CH2:16][C:17]2[CH:22]=[CH:21][CH:20]=[CH:19][CH:18]=2)[C:7]2[C:3]([N:4]=1)=[C:2]([NH2:1])[N:10]=[C:9]([O:11][CH2:12][CH2:13][O:14][CH3:15])[N:8]=2)[CH3:38], predict the reactants needed to synthesize it. The reactants are: [NH2:1][C:2]1[N:10]=[C:9]([O:11][CH2:12][CH2:13][O:14][CH3:15])[N:8]=[C:7]2[C:3]=1[N:4]=[C:5]([OH:23])[N:6]2[CH2:16][C:17]1[CH:22]=[CH:21][CH:20]=[CH:19][CH:18]=1.CCN(C(C)C)C(C)C.Cl[C:34]([O:36][CH2:37][CH3:38])=[O:35].CO. (7) Given the product [CH2:14]([O:21][C:22]([NH:24][C@@H:25]([CH2:34][C:35]1[CH:36]=[CH:37][CH:38]=[CH:39][CH:40]=1)[C@H:26]([OH:33])[CH2:27][N:28]([CH2:29][CH:30]([CH3:32])[CH3:31])[S:50]([C:47]1[CH:46]=[CH:45][C:44]([N+:41]([O-:43])=[O:42])=[CH:49][CH:48]=1)(=[O:51])=[O:52])=[O:23])[C:15]1[CH:16]=[CH:17][CH:18]=[CH:19][CH:20]=1, predict the reactants needed to synthesize it. The reactants are: C(OCC)(=O)C.C(N(CC)CC)C.[CH2:14]([O:21][C:22]([NH:24][C@@H:25]([CH2:34][C:35]1[CH:40]=[CH:39][CH:38]=[CH:37][CH:36]=1)[C@H:26]([OH:33])[CH2:27][NH:28][CH2:29][CH:30]([CH3:32])[CH3:31])=[O:23])[C:15]1[CH:20]=[CH:19][CH:18]=[CH:17][CH:16]=1.[N+:41]([C:44]1[CH:49]=[CH:48][C:47]([S:50](Cl)(=[O:52])=[O:51])=[CH:46][CH:45]=1)([O-:43])=[O:42]. (8) The reactants are: C[N:2](C)[C:3](=[N:5][C:6](=O)[C:7]1[CH:12]=[CH:11][CH:10]=[C:9]([C:13]2[CH:18]=[C:17]([NH:19][CH2:20][CH2:21][C:22]3[CH:27]=[CH:26][C:25]([O:28][CH3:29])=[CH:24][CH:23]=3)[N:16]=[C:15]([O:30][CH3:31])[N:14]=2)[CH:8]=1)[CH3:4].O.[NH2:35]N. Given the product [CH3:31][O:30][C:15]1[N:16]=[C:17]([NH:19][CH2:20][CH2:21][C:22]2[CH:23]=[CH:24][C:25]([O:28][CH3:29])=[CH:26][CH:27]=2)[CH:18]=[C:13]([C:9]2[CH:10]=[CH:11][CH:12]=[C:7]([C:6]3[NH:35][N:2]=[C:3]([CH3:4])[N:5]=3)[CH:8]=2)[N:14]=1, predict the reactants needed to synthesize it.